Dataset: Full USPTO retrosynthesis dataset with 1.9M reactions from patents (1976-2016). Task: Predict the reactants needed to synthesize the given product. (1) The reactants are: [BH4-].[Li+].CO.[CH2:5]([O:12][C:13]1[CH:28]=[CH:27][C:16]([C:17](OCC2C=CC=CC=2)=[O:18])=[CH:15][N:14]=1)[C:6]1[CH:11]=[CH:10][CH:9]=[CH:8][CH:7]=1. Given the product [CH2:5]([O:12][C:13]1[N:14]=[CH:15][C:16]([CH2:17][OH:18])=[CH:27][CH:28]=1)[C:6]1[CH:7]=[CH:8][CH:9]=[CH:10][CH:11]=1, predict the reactants needed to synthesize it. (2) Given the product [CH2:1]([O:3][C:4](=[O:22])[C:5]1[CH:10]=[CH:9][CH:8]=[C:7]([C:11]2[C:20]3[C:15](=[CH:16][CH:17]=[C:18]([C:28]4[CH:27]=[N:26][C:25]([O:24][CH3:23])=[CH:30][CH:29]=4)[CH:19]=3)[N:14]=[CH:13][N:12]=2)[CH:6]=1)[CH3:2], predict the reactants needed to synthesize it. The reactants are: [CH2:1]([O:3][C:4](=[O:22])[C:5]1[CH:10]=[CH:9][CH:8]=[C:7]([C:11]2[C:20]3[C:15](=[CH:16][CH:17]=[C:18](Br)[CH:19]=3)[N:14]=[CH:13][N:12]=2)[CH:6]=1)[CH3:2].[CH3:23][O:24][C:25]1[CH:30]=[CH:29][C:28](B(O)O)=[CH:27][N:26]=1.COCCOC.C([O-])([O-])=O.[Na+].[Na+]. (3) Given the product [Cl:1][C:2]1[CH:27]=[CH:26][C:5]([O:6][C:7]2[CH:8]=[CH:9][C:10]([C:13]3[N:18]=[C:17]([C:19]([NH2:21])=[O:20])[CH:16]=[C:15]([C@H:22]([OH:25])[CH2:23][OH:24])[N:14]=3)=[CH:11][CH:12]=2)=[C:4]([F:28])[CH:3]=1, predict the reactants needed to synthesize it. The reactants are: [Cl:1][C:2]1[CH:27]=[CH:26][C:5]([O:6][C:7]2[CH:12]=[CH:11][C:10]([C:13]3[N:18]=[C:17]([C:19]([NH2:21])=[O:20])[CH:16]=[C:15]([C@@H:22]([OH:25])[CH2:23][OH:24])[N:14]=3)=[CH:9][CH:8]=2)=[C:4]([F:28])[CH:3]=1.CC[C@H]1[C@H]2C[C@H]([C@H](OC3C4C(=CC=CC=4)C(O[C@H](C4C=CN=C5C=4C=C(OC)C=C5)[C@@H]4N5C[C@H](CC)[C@@H](CC5)C4)=NN=3)C3C=CN=C4C=3C=C(OC)C=C4)N(CC2)C1. (4) Given the product [CH2:1]([NH:3][C:4](=[O:28])[NH:5][C:6]1[N:11]=[CH:10][C:9]([C:30]2[N:35]=[C:34]([C:36]([OH:38])=[O:37])[CH:33]=[N:32][CH:31]=2)=[C:8]([C:15]2[S:16][CH:17]=[C:18]([C:20]3[CH:25]=[CH:24][CH:23]=[C:22]([O:26][CH3:27])[N:21]=3)[N:19]=2)[CH:7]=1)[CH3:2], predict the reactants needed to synthesize it. The reactants are: [CH2:1]([NH:3][C:4](=[O:28])[NH:5][C:6]1[N:11]=[CH:10][C:9](B(O)O)=[C:8]([C:15]2[S:16][CH:17]=[C:18]([C:20]3[CH:25]=[CH:24][CH:23]=[C:22]([O:26][CH3:27])[N:21]=3)[N:19]=2)[CH:7]=1)[CH3:2].Cl[C:30]1[N:35]=[C:34]([C:36]([OH:38])=[O:37])[CH:33]=[N:32][CH:31]=1.C(=O)([O-])[O-].[Cs+].[Cs+].P.C1(C2C(C3C=CC=CC=3)=C(C(C)C)C(C(C)C)=C(C(C)C)C=2C2CCCCC2)CCCCC1. (5) Given the product [CH3:28][O:29][C:2]1[CH:7]=[CH:6][C:5]([C:8]2[N:9]=[C:10]([CH3:13])[S:11][CH:12]=2)=[CH:4][C:3]=1[C:14]([C:16]1[CH:21]=[C:20]([O:22][CH3:23])[C:19]([O:24][CH3:25])=[C:18]([O:26][CH3:27])[CH:17]=1)=[O:15], predict the reactants needed to synthesize it. The reactants are: F[C:2]1[CH:7]=[CH:6][C:5]([C:8]2[N:9]=[C:10]([CH3:13])[S:11][CH:12]=2)=[CH:4][C:3]=1[C:14]([C:16]1[CH:21]=[C:20]([O:22][CH3:23])[C:19]([O:24][CH3:25])=[C:18]([O:26][CH3:27])[CH:17]=1)=[O:15].[CH3:28][O-:29].[Na+]. (6) Given the product [OH:2][C:3]1[CH:4]=[C:5]([CH:15]=[C:16]([C:18]2[CH:27]=[CH:26][C:25]3[C:20](=[CH:21][CH:22]=[C:23]([OH:28])[CH:24]=3)[CH:19]=2)[CH:17]=1)[C:6]([NH:8][C:9]1[CH:10]=[CH:11][CH:12]=[CH:13][CH:14]=1)=[O:7], predict the reactants needed to synthesize it. The reactants are: C[O:2][C:3]1[CH:4]=[C:5]([CH:15]=[C:16]([C:18]2[CH:27]=[CH:26][C:25]3[C:20](=[CH:21][CH:22]=[C:23]([O:28]C)[CH:24]=3)[CH:19]=2)[CH:17]=1)[C:6]([NH:8][C:9]1[CH:14]=[CH:13][CH:12]=[CH:11][CH:10]=1)=[O:7].B(Br)(Br)Br. (7) Given the product [CH3:17][CH:2]([O:1][C:25](=[O:27])[CH3:26])[CH2:3][CH2:4][CH2:5][O:6][S:7]([C:10]1[CH:11]=[CH:12][C:13]([CH3:16])=[CH:14][CH:15]=1)(=[O:9])=[O:8], predict the reactants needed to synthesize it. The reactants are: [OH:1][CH:2]([CH3:17])[CH2:3][CH2:4][CH2:5][O:6][S:7]([C:10]1[CH:15]=[CH:14][C:13]([CH3:16])=[CH:12][CH:11]=1)(=[O:9])=[O:8].CCN(CC)CC.[C:25](OC(=O)C)(=[O:27])[CH3:26].